Predict the reaction yield, written as a fraction of the theoretical maximum amount of product (1.0 means a 100% yield; for example, 0.34 means a 34% yield). From a dataset of Reaction yield outcomes from USPTO patents with 853,638 reactions. (1) The reactants are [F:1][CH2:2][C:3]1[N:4]([C:9]2[C:18]3[C:13](=[CH:14][CH:15]=[CH:16][CH:17]=3)[C:12]([CH3:19])=[CH:11][CH:10]=2)[C:5]([SH:8])=[N:6][N:7]=1.C([O-])([O-])=O.[K+].[K+].Cl[CH2:27][C:28]([NH:30][C:31]1[CH:36]=[CH:35][C:34]([S:37](=[O:40])(=[O:39])[NH2:38])=[CH:33][C:32]=1[CH3:41])=[O:29].O. The catalyst is CN(C=O)C. The product is [F:1][CH2:2][C:3]1[N:4]([C:9]2[C:18]3[C:13](=[CH:14][CH:15]=[CH:16][CH:17]=3)[C:12]([CH3:19])=[CH:11][CH:10]=2)[C:5]([S:8][CH2:27][C:28]([NH:30][C:31]2[CH:36]=[CH:35][C:34]([S:37](=[O:40])(=[O:39])[NH2:38])=[CH:33][C:32]=2[CH3:41])=[O:29])=[N:6][N:7]=1. The yield is 0.500. (2) The reactants are [CH2:1]([N:3]1[C:7]([CH2:8][C:9]([NH2:11])=O)=[CH:6][C:5]([CH3:12])=[N:4]1)[CH3:2].N1C=CC=CC=1. The catalyst is O1CCOCC1. The product is [CH2:1]([N:3]1[C:7]([CH2:8][C:9]#[N:11])=[CH:6][C:5]([CH3:12])=[N:4]1)[CH3:2]. The yield is 0.880. (3) The product is [C:15]1([C:14]2[CH:13]=[CH:12][NH:11][C:10]=2[C:8]2[C:7]3[C:2](=[N:3][CH:4]=[CH:5][CH:6]=3)[NH:23][N:22]=2)[CH:20]=[CH:19][CH:18]=[CH:17][CH:16]=1. The catalyst is C(O)C. The yield is 0.560. The reactants are Cl[C:2]1[C:7]([C:8]([C:10]2[NH:11][CH:12]=[CH:13][C:14]=2[C:15]2[CH:20]=[CH:19][CH:18]=[CH:17][CH:16]=2)=O)=[CH:6][CH:5]=[CH:4][N:3]=1.O.[NH2:22][NH2:23]. (4) The reactants are C1(P(=O)(C2C=CC=CC=2)C2C=CC=CC=2)C=CC=CC=1.FC(F)(F)S(OS(C(F)(F)F)(=O)=O)(=O)=O.C([S:43][C:44]1([CH2:50][NH:51][C:52]([C:54]2[NH:55][C:56]3[C:61]([CH:62]=2)=[CH:60][C:59]([O:63][CH2:64][CH2:65][O:66][CH3:67])=[CH:58][C:57]=3[N:68]([CH3:78])[S:69]([C:72]2[CH:77]=[CH:76][CH:75]=[CH:74][N:73]=2)(=[O:71])=[O:70])=O)[CH2:49][CH2:48][S:47][CH2:46][CH2:45]1)C1C=CC=CC=1.C1(SC)C=CC=CC=1.C(=O)([O-])O.[Na+]. The catalyst is C(#N)C. The product is [S:43]1[C:44]2([CH2:49][CH2:48][S:47][CH2:46][CH2:45]2)[CH2:50][N:51]=[C:52]1[C:54]1[NH:55][C:56]2[C:61]([CH:62]=1)=[CH:60][C:59]([O:63][CH2:64][CH2:65][O:66][CH3:67])=[CH:58][C:57]=2[N:68]([CH3:78])[S:69]([C:72]1[CH:77]=[CH:76][CH:75]=[CH:74][N:73]=1)(=[O:70])=[O:71]. The yield is 0.170. (5) The reactants are C[C:2]1[C:3](C)=[C:4](O)[C:5]([C:11](=[O:18])[C:12]2[CH:17]=[CH:16][CH:15]=[CH:14][CH:13]=2)=[C:6]([C:8]#[C:9]C)[CH:7]=1.[OH-].[Na+]. The catalyst is C1(C)C=CC=CC=1. The product is [C:8]([C:6]1[CH:7]=[CH:2][CH:3]=[CH:4][C:5]=1[C:11]([C:12]1[CH:13]=[CH:14][CH:15]=[CH:16][CH:17]=1)=[O:18])#[CH:9]. The yield is 0.820. (6) The product is [Cl:14][C:15]1[CH:16]=[C:17]2[C:18](=[CH:20][CH:21]=1)[NH:19][C:3]1[CH:4]([C:9]([O:11][CH3:12])=[O:10])[CH2:5][CH2:6][CH2:7][CH2:8][C:2]2=1. The reactants are Br[CH:2]1[CH2:8][CH2:7][CH2:6][CH2:5][CH:4]([C:9]([O:11][CH3:12])=[O:10])[C:3]1=O.[Cl:14][C:15]1[CH:21]=[CH:20][C:18]([NH2:19])=[CH:17][CH:16]=1.O. The catalyst is C(Cl)Cl. The yield is 0.530. (7) The reactants are Cl[CH2:2][CH2:3][CH2:4][S:5]([N:8]1[CH2:13][CH2:12][CH:11]([C:14]2[C:22]3[C:17](=[C:18]([C:28]([NH2:30])=[O:29])[CH:19]=[C:20]([C:23]4[CH:27]=[CH:26][S:25][CH:24]=4)[CH:21]=3)[NH:16][N:15]=2)[CH2:10][CH2:9]1)(=[O:7])=[O:6].C([O-])([O-])=O.[K+].[K+].C(N(CC)CC)C.[NH:44]1[CH2:49][CH2:48][O:47][CH2:46][CH2:45]1. The catalyst is CN(C=O)C. The product is [N:44]1([CH2:2][CH2:3][CH2:4][S:5]([N:8]2[CH2:13][CH2:12][CH:11]([C:14]3[C:22]4[C:17](=[C:18]([C:28]([NH2:30])=[O:29])[CH:19]=[C:20]([C:23]5[CH:27]=[CH:26][S:25][CH:24]=5)[CH:21]=4)[NH:16][N:15]=3)[CH2:10][CH2:9]2)(=[O:7])=[O:6])[CH2:49][CH2:48][O:47][CH2:46][CH2:45]1. The yield is 0.0880.